From a dataset of Forward reaction prediction with 1.9M reactions from USPTO patents (1976-2016). Predict the product of the given reaction. (1) Given the reactants Br[C:2]1[CH:11]=[C:10]2[C:5]([C:6]([CH3:16])([CH3:15])[CH2:7][C:8](=[O:14])[N:9]2[CH2:12][CH3:13])=[CH:4][C:3]=1[CH3:17].[CH3:18][O:19][C:20]1[CH:25]=[CH:24][CH:23]=[CH:22][C:21]=1B(O)O, predict the reaction product. The product is: [CH2:12]([N:9]1[C:10]2[C:5](=[CH:4][C:3]([CH3:17])=[C:2]([C:21]3[CH:22]=[CH:23][CH:24]=[CH:25][C:20]=3[O:19][CH3:18])[CH:11]=2)[C:6]([CH3:16])([CH3:15])[CH2:7][C:8]1=[O:14])[CH3:13]. (2) The product is: [CH3:29][O:30][C:31]1[CH:32]=[C:33]2[C:38](=[CH:39][C:40]=1[O:41][CH3:42])[N:37]=[CH:36][N:35]=[C:34]2[O:43][C:44]1[CH:50]=[CH:49][C:47]([NH:48][C:63]([NH:62][C:60](=[O:61])[CH2:59][CH2:58][C:53]2[CH:54]=[CH:55][CH:56]=[CH:57][C:52]=2[CH3:51])=[S:64])=[CH:46][CH:45]=1. Given the reactants S(Cl)(Cl)=O.CC1C=CC=CC=1CCC(O)=O.CC1C=CC=CC=1CCC(Cl)=O.[CH3:29][O:30][C:31]1[CH:32]=[C:33]2[C:38](=[CH:39][C:40]=1[O:41][CH3:42])[N:37]=[CH:36][N:35]=[C:34]2[O:43][C:44]1[CH:50]=[CH:49][C:47]([NH2:48])=[CH:46][CH:45]=1.[CH3:51][C:52]1[CH:57]=[CH:56][CH:55]=[CH:54][C:53]=1[CH2:58][CH2:59][C:60]([N:62]=[C:63]=[S:64])=[O:61], predict the reaction product. (3) The product is: [CH2:52]([O:54][C:55](=[O:75])[C@H:56]([OH:74])[CH2:57][C@H:58]([NH:73][C:35]([C:32]1[CH:33]=[CH:34][C:29]2[N:28]=[N:27][N:26]([OH:25])[C:30]=2[CH:31]=1)=[O:37])[CH2:59][C:60]1[CH:65]=[CH:64][C:63]([C:66]2[CH:71]=[CH:70][CH:69]=[C:68]([Cl:72])[CH:67]=2)=[CH:62][CH:61]=1)[CH3:53]. Given the reactants CN(C(ON1N=NC2C=CC=NC1=2)=[N+](C)C)C.F[P-](F)(F)(F)(F)F.[OH:25][N:26]1[C:30]2[CH:31]=[C:32]([C:35]([OH:37])=O)[CH:33]=[CH:34][C:29]=2[N:28]=[N:27]1.CN(C=O)C.CCN(C(C)C)C(C)C.[CH2:52]([O:54][C:55](=[O:75])[C@H:56]([OH:74])[CH2:57][C@H:58]([NH2:73])[CH2:59][C:60]1[CH:65]=[CH:64][C:63]([C:66]2[CH:71]=[CH:70][CH:69]=[C:68]([Cl:72])[CH:67]=2)=[CH:62][CH:61]=1)[CH3:53], predict the reaction product. (4) Given the reactants ClCl.[Cl:3][C:4]1[CH:5]=[C:6]([N:10]2[C:32](=[O:33])[CH2:31][C@@:12]3([CH2:16][N:15](C(OC(C)(C)C)=O)[C@H:14]([C:24]([O:26][C:27](C)(C)C)=[O:25])[CH2:13]3)[CH2:11]2)[CH:7]=[CH:8][CH:9]=1, predict the reaction product. The product is: [Cl:3][C:4]1[CH:5]=[C:6]([N:10]2[C:32](=[O:33])[CH2:31][C@@:12]3([CH2:16][NH:15][C@H:14]([C:24]([O:26][CH3:27])=[O:25])[CH2:13]3)[CH2:11]2)[CH:7]=[CH:8][CH:9]=1.